This data is from Forward reaction prediction with 1.9M reactions from USPTO patents (1976-2016). The task is: Predict the product of the given reaction. (1) Given the reactants [CH2:1]([N:3]([CH2:18][CH3:19])[CH2:4][CH2:5][CH2:6][CH2:7][NH:8][CH2:9][C:10]1[CH:15]=[C:14]([CH3:16])[CH:13]=[C:12]([CH3:17])[CH:11]=1)[CH3:2].C(N(C(C)C)CC)(C)C.[CH:29]1[C:38]2[C:33](=[CH:34][CH:35]=[CH:36][CH:37]=2)[CH:32]=[CH:31][C:30]=1[S:39](Cl)(=[O:41])=[O:40], predict the reaction product. The product is: [CH2:18]([N:3]([CH2:1][CH3:2])[CH2:4][CH2:5][CH2:6][CH2:7][N:8]([CH2:9][C:10]1[CH:11]=[C:12]([CH3:17])[CH:13]=[C:14]([CH3:16])[CH:15]=1)[S:39]([C:30]1[CH:31]=[CH:32][C:33]2[C:38](=[CH:37][CH:36]=[CH:35][CH:34]=2)[CH:29]=1)(=[O:41])=[O:40])[CH3:19]. (2) Given the reactants [Si:1]([O:18][CH2:19][C@@H:20]([N:23]1[C@H:28]([C:29]2[CH:34]=[CH:33][C:32]([Cl:35])=[CH:31][CH:30]=2)[C@@H:27]([C:36]2[CH:41]=[CH:40][CH:39]=[C:38]([Cl:42])[CH:37]=2)[CH2:26][C@@:25]([CH:44]2[CH2:46][CH:45]2[C:47]([O:49]C)=[O:48])([CH3:43])[C:24]1=[O:51])[CH2:21][CH3:22])([C:14]([CH3:17])([CH3:16])[CH3:15])([C:8]1[CH:13]=[CH:12][CH:11]=[CH:10][CH:9]=1)[C:2]1[CH:7]=[CH:6][CH:5]=[CH:4][CH:3]=1.[OH-].[Na+], predict the reaction product. The product is: [Si:1]([O:18][CH2:19][C@@H:20]([N:23]1[C@H:28]([C:29]2[CH:30]=[CH:31][C:32]([Cl:35])=[CH:33][CH:34]=2)[C@@H:27]([C:36]2[CH:41]=[CH:40][CH:39]=[C:38]([Cl:42])[CH:37]=2)[CH2:26][C@@:25]([CH:44]2[CH2:46][CH:45]2[C:47]([OH:49])=[O:48])([CH3:43])[C:24]1=[O:51])[CH2:21][CH3:22])([C:14]([CH3:17])([CH3:16])[CH3:15])([C:8]1[CH:13]=[CH:12][CH:11]=[CH:10][CH:9]=1)[C:2]1[CH:3]=[CH:4][CH:5]=[CH:6][CH:7]=1. (3) The product is: [F:38][C:2]([F:1])([F:37])[C:3]1[C:7]2[CH:8]=[CH:9][C:10]([O:15][CH2:16][CH2:17][CH2:18][O:19][C:20]3[CH:29]=[C:28]4[C:23]([CH2:24][CH2:25][C:26]([CH2:35][CH3:36])([C:30]([OH:32])=[O:31])[O:27]4)=[CH:22][CH:21]=3)=[C:11]([CH2:12][CH2:13][CH3:14])[C:6]=2[O:5][N:4]=1. Given the reactants [F:1][C:2]([F:38])([F:37])[C:3]1[C:7]2[CH:8]=[CH:9][C:10]([O:15][CH2:16][CH2:17][CH2:18][O:19][C:20]3[CH:29]=[C:28]4[C:23]([CH2:24][CH2:25][C:26]([CH2:35][CH3:36])([C:30]([O:32]CC)=[O:31])[O:27]4)=[CH:22][CH:21]=3)=[C:11]([CH2:12][CH2:13][CH3:14])[C:6]=2[O:5][N:4]=1.[OH-].[Na+], predict the reaction product. (4) Given the reactants C1C2C(COC([NH:18][C@@H:19]([CH2:23][S:24][CH2:25][C@H:26]([O:41][CH2:42][CH2:43][CH2:44][CH2:45][CH2:46][CH2:47][CH2:48][CH2:49][CH2:50][CH2:51][CH2:52][CH3:53])[CH2:27][O:28][CH2:29][CH2:30][CH2:31][CH2:32][CH2:33][CH2:34][CH2:35][CH2:36][CH2:37][CH2:38][CH2:39][CH3:40])[C:20]([OH:22])=O)=O)C3C(=CC=CC=3)C=2C=CC=1.[NH2:54][C@@H:55]([CH3:74])[CH2:56][O:57][CH2:58][CH2:59][O:60][CH2:61][CH2:62][O:63][CH2:64][CH2:65][P:66](=[O:73])([O:70]CC)[O:67]CC, predict the reaction product. The product is: [NH2:18][C@@H:19]([CH2:23][S:24][CH2:25][C@H:26]([O:41][CH2:42][CH2:43][CH2:44][CH2:45][CH2:46][CH2:47][CH2:48][CH2:49][CH2:50][CH2:51][CH2:52][CH3:53])[CH2:27][O:28][CH2:29][CH2:30][CH2:31][CH2:32][CH2:33][CH2:34][CH2:35][CH2:36][CH2:37][CH2:38][CH2:39][CH3:40])[C:20](=[O:22])[NH:54][C@@H:55]([CH3:74])[CH2:56][O:57][CH2:58][CH2:59][O:60][CH2:61][CH2:62][O:63][CH2:64][CH2:65][P:66](=[O:67])([OH:73])[OH:70]. (5) Given the reactants [F:1][C:2]1[CH:7]=[CH:6][C:5](/[CH:8]=[C:9]2/[C:10](=[O:16])[N:11]=[C:12](SC)[S:13]/2)=[C:4]([OH:17])[CH:3]=1.N1CC[NH:21][C:20](=[O:24])[CH2:19]1.[CH2:25]([N:27](CC)CC)[CH3:26], predict the reaction product. The product is: [F:1][C:2]1[CH:7]=[CH:6][C:5](/[CH:8]=[C:9]2/[C:10](=[O:16])[N:11]=[C:12]([N:27]3[CH2:25][CH2:26][CH2:19][C:20](=[O:24])[NH:21]3)[S:13]/2)=[C:4]([OH:17])[CH:3]=1.